This data is from Reaction yield outcomes from USPTO patents with 853,638 reactions. The task is: Predict the reaction yield, written as a fraction of the theoretical maximum amount of product (1.0 means a 100% yield; for example, 0.34 means a 34% yield). The reactants are [Br:1][C:2]1[C:3]([N:16]2[CH2:21][CH2:20][CH2:19][C@@H:18]([NH:22]C(=O)OC(C)(C)C)[CH2:17]2)=[C:4]2[C:10]([NH:11][C:12](=[O:15])[CH2:13][OH:14])=[CH:9][NH:8][C:5]2=[N:6][CH:7]=1.C(O)(C(F)(F)F)=O.C(Cl)[Cl:38]. No catalyst specified. The product is [ClH:38].[NH2:22][C@@H:18]1[CH2:19][CH2:20][CH2:21][N:16]([C:3]2[C:2]([Br:1])=[CH:7][N:6]=[C:5]3[NH:8][CH:9]=[C:10]([NH:11][C:12](=[O:15])[CH2:13][OH:14])[C:4]=23)[CH2:17]1. The yield is 0.220.